Dataset: Catalyst prediction with 721,799 reactions and 888 catalyst types from USPTO. Task: Predict which catalyst facilitates the given reaction. Reactant: [CH:1]1([CH2:4][O:5][C:6]2[CH:7]=[CH:8][C:9]([OH:15])=[C:10]([C:12](=O)[CH3:13])[CH:11]=2)[CH2:3][CH2:2]1.BrC[C:18](=[O:22])[CH:19]([CH3:21])[CH3:20].[C:23](=O)([O-])[O-].[K+].[K+].O. Product: [CH:1]1([CH2:4][O:5][C:6]2[CH:7]=[CH:8][C:9]3[O:15][C:13]([C:18](=[O:22])[CH:19]([CH3:21])[CH3:20])=[C:12]([CH3:23])[C:10]=3[CH:11]=2)[CH2:3][CH2:2]1. The catalyst class is: 9.